From a dataset of Reaction yield outcomes from USPTO patents with 853,638 reactions. Predict the reaction yield, written as a fraction of the theoretical maximum amount of product (1.0 means a 100% yield; for example, 0.34 means a 34% yield). (1) The reactants are [CH3:1][NH:2][C:3]([C:5]1[CH:6]=[C:7]([CH:18]=[CH:19][CH:20]=1)[O:8][C:9]1[CH:14]=[CH:13][C:12]([N+:15]([O-])=O)=[CH:11][CH:10]=1)=[O:4]. The catalyst is CCOC(C)=O.[Pd]. The product is [CH3:1][NH:2][C:3]([C:5]1[CH:6]=[C:7]([CH:18]=[CH:19][CH:20]=1)[O:8][C:9]1[CH:14]=[CH:13][C:12]([NH2:15])=[CH:11][CH:10]=1)=[O:4]. The yield is 0.560. (2) The catalyst is C1COCC1. The reactants are [F:1][C:2]1[CH:3]=[C:4]([CH:6]=[CH:7][C:8]=1[O:9][C:10]1[CH:15]=[CH:14][N:13]=[C:12]2[CH:16]=[C:17]([C:19]3[N:20]([CH3:31])[C:21]([CH2:24][N:25]4[CH2:30][CH2:29][O:28][CH2:27][CH2:26]4)=[CH:22][N:23]=3)[S:18][C:11]=12)[NH2:5].CC[N:34]([CH:38]([CH3:40])[CH3:39])[CH:35](C)C.ClC(Cl)([O:44]C(=O)OC(Cl)(Cl)Cl)Cl.C1(N)CC1. The product is [CH:38]1([NH:34][C:35]([NH:5][C:4]2[CH:6]=[CH:7][C:8]([O:9][C:10]3[CH:15]=[CH:14][N:13]=[C:12]4[CH:16]=[C:17]([C:19]5[N:20]([CH3:31])[C:21]([CH2:24][N:25]6[CH2:30][CH2:29][O:28][CH2:27][CH2:26]6)=[CH:22][N:23]=5)[S:18][C:11]=34)=[C:2]([F:1])[CH:3]=2)=[O:44])[CH2:39][CH2:40]1. The yield is 0.227. (3) The reactants are Cl.Cl.[CH3:3][N:4]1[C:12]2[C:7](=[N:8][C:9]([C@@H:18]([NH2:20])[CH3:19])=[C:10]([C:13]3[N:14]=[CH:15][S:16][CH:17]=3)[CH:11]=2)[CH:6]=[CH:5]1.[NH2:21][C:22]1[C:27]([C:28]#[N:29])=[C:26](Cl)[N:25]=[C:24]([S:31][CH3:32])[N:23]=1.C(N(C(C)C)C(C)C)C. The catalyst is C(#N)C. The product is [NH2:21][C:22]1[C:27]([C:28]#[N:29])=[C:26]([NH:20][C@H:18]([C:9]2[N:8]=[C:7]3[CH:6]=[CH:5][N:4]([CH3:3])[C:12]3=[CH:11][C:10]=2[C:13]2[N:14]=[CH:15][S:16][CH:17]=2)[CH3:19])[N:25]=[C:24]([S:31][CH3:32])[N:23]=1. The yield is 0.0900. (4) The reactants are [C:1]1([CH3:11])[CH:6]=[CH:5][C:4]([S:7](Cl)(=[O:9])=[O:8])=[CH:3][CH:2]=1.N1C=CC=CC=1.[CH2:18]([NH2:25])[C:19]1[CH:24]=[CH:23][CH:22]=[CH:21][CH:20]=1. The catalyst is C(Cl)Cl. The product is [CH2:18]([NH:25][S:7]([C:4]1[CH:5]=[CH:6][C:1]([CH3:11])=[CH:2][CH:3]=1)(=[O:9])=[O:8])[C:19]1[CH:24]=[CH:23][CH:22]=[CH:21][CH:20]=1. The yield is 0.770. (5) The reactants are C1(P(=O)(C2C=CC=CC=2)C2C=CC=CC=2)C=CC=CC=1.FC(F)(F)S(OS(C(F)(F)F)(=O)=O)(=O)=O.C([S:43][CH:44]([CH2:71][N:72]1[CH2:77][CH2:76][O:75][CH2:74][CH2:73]1)[CH2:45][NH:46][C:47]([C:49]1[NH:50][C:51]2[C:56]([CH:57]=1)=[C:55]([CH3:58])[CH:54]=[CH:53][C:52]=2[N:59]([S:61]([C:64]1[C:65]([Cl:70])=[N:66][CH:67]=[CH:68][CH:69]=1)(=[O:63])=[O:62])[CH3:60])=O)C1C=CC=CC=1.CSC.C(=O)([O-])O.[Na+]. The catalyst is C(#N)C. The product is [Cl:70][C:65]1[C:64]([S:61]([N:59]([CH3:60])[C:52]2[CH:53]=[CH:54][C:55]([CH3:58])=[C:56]3[C:51]=2[NH:50][C:49]([C:47]2[S:43][CH:44]([CH2:71][N:72]4[CH2:77][CH2:76][O:75][CH2:74][CH2:73]4)[CH2:45][N:46]=2)=[CH:57]3)(=[O:62])=[O:63])=[CH:69][CH:68]=[CH:67][N:66]=1. The yield is 0.760. (6) The reactants are [C:1](C(N)C=O)([O:3][C:4]([CH3:7])([CH3:6])[CH3:5])=[O:2].[N+:12]([C:15]1[CH:20]=[CH:19][CH:18]=[CH:17][C:16]=1[S:21]([N:24]([CH2:44][C:45]1[CH:50]=[CH:49][CH:48]=[CH:47][N:46]=1)[CH2:25][C:26]1[CH:31]=[CH:30][C:29]([CH2:32][NH:33][CH:34]2[C:43]3[N:42]=[CH:41][CH:40]=[CH:39][C:38]=3[CH2:37][CH2:36][CH2:35]2)=[CH:28][CH:27]=1)(=[O:23])=[O:22])([O-:14])=[O:13].[C:51]([BH3-])#[N:52].[Na+].[CH3:55]O. No catalyst specified. The product is [N+:12]([C:15]1[CH:20]=[CH:19][CH:18]=[CH:17][C:16]=1[S:21]([N:24]([CH2:44][C:45]1[CH:50]=[CH:49][CH:48]=[CH:47][N:46]=1)[CH2:25][C:26]1[CH:27]=[CH:28][C:29]([CH2:32][N:33]([CH2:55][CH2:51][NH:52][C:1]([O:3][C:4]([CH3:5])([CH3:6])[CH3:7])=[O:2])[CH:34]2[C:43]3[N:42]=[CH:41][CH:40]=[CH:39][C:38]=3[CH2:37][CH2:36][CH2:35]2)=[CH:30][CH:31]=1)(=[O:22])=[O:23])([O-:14])=[O:13]. The yield is 0.720. (7) The reactants are [CH3:1][O:2][C:3]1[CH:4]=[C:5]([C:8]([O:11]COC)=[CH:9][N:10]=1)[CH:6]=[O:7].Cl.[C:16]([O-])([O-])=[O:17].[K+].[K+].C1[CH2:26][O:25][CH2:24]C1. The catalyst is O. The product is [OH:11][C:8]1[C:5]([CH:6]=[O:7])=[CH:4][C:3]([O:2][CH2:1][CH2:24][O:25][CH3:26])=[N:10][CH:9]=1.[OH:11][C:8]1[CH:9]=[N:10][C:3]([O:2][CH2:1][CH2:24][O:25][CH3:26])=[C:4]([CH:5]=1)[CH:16]=[O:17]. The yield is 0.600.